This data is from Full USPTO retrosynthesis dataset with 1.9M reactions from patents (1976-2016). The task is: Predict the reactants needed to synthesize the given product. (1) Given the product [Br:1][C:2]1[C:11]2[C:10]([CH3:13])([CH3:12])[CH2:9][CH:8]=[C:7]([CH:14]([CH3:15])[CH3:16])[C:6]=2[CH:5]=[C:4](/[C:17](/[CH2:22][CH3:23])=[C:18](/[F:21])\[CH:19]=[O:20])[C:3]=1[O:24][CH2:25][CH3:26], predict the reactants needed to synthesize it. The reactants are: [Br:1][C:2]1[C:11]2[C:10]([CH3:13])([CH3:12])[CH2:9][CH:8]=[C:7]([CH:14]([CH3:16])[CH3:15])[C:6]=2[CH:5]=[C:4](/[C:17](/[CH2:22][CH3:23])=[C:18](/[F:21])\[CH2:19][OH:20])[C:3]=1[O:24][CH2:25][CH3:26].C[N+]1([O-])CCOCC1.ClCCl. (2) The reactants are: [CH3:1][C:2]1([CH3:20])[C:6]2[C:7]([O:12][C:13]3[N:18]=[CH:17][C:16]([NH2:19])=[CH:15][N:14]=3)=[CH:8][CH:9]=[C:10]([CH3:11])[C:5]=2[O:4][CH2:3]1.[CH3:21][C:22]([O:25][C:26]([NH:28][C@H:29]([CH2:33][CH3:34])[C:30](O)=[O:31])=[O:27])([CH3:24])[CH3:23].CCN(CC)CC.C(P1(=O)OP(CCC)(=O)OP(CCC)(=O)O1)CC. Given the product [CH3:1][C:2]1([CH3:20])[C:6]2[C:7]([O:12][C:13]3[N:14]=[CH:15][C:16]([NH:19][C:30]([C@H:29]([NH:28][C:26](=[O:27])[O:25][C:22]([CH3:24])([CH3:23])[CH3:21])[CH2:33][CH3:34])=[O:31])=[CH:17][N:18]=3)=[CH:8][CH:9]=[C:10]([CH3:11])[C:5]=2[O:4][CH2:3]1, predict the reactants needed to synthesize it. (3) Given the product [CH3:13][O:6][C:5](=[O:7])[C:4]1[CH:8]=[C:9]([O:11][CH3:12])[N:10]=[C:2]([Cl:1])[CH:3]=1, predict the reactants needed to synthesize it. The reactants are: [Cl:1][C:2]1[CH:3]=[C:4]([CH:8]=[C:9]([O:11][CH3:12])[N:10]=1)[C:5]([OH:7])=[O:6].[C:13]([O-])([O-])=O.[K+].[K+]. (4) Given the product [C:17](=[O:18])([O:16][C:11]1[CH:12]=[CH:13][CH:14]=[CH:15][N:10]=1)[O:9][C:4]1([CH3:3])[CH2:8][CH2:7][O:6][CH2:5]1, predict the reactants needed to synthesize it. The reactants are: [H-].[Na+].[CH3:3][C:4]1([OH:9])[CH2:8][CH2:7][O:6][CH2:5]1.[N:10]1[CH:15]=[CH:14][CH:13]=[CH:12][C:11]=1[O:16][C:17](=O)[O:18]C1C=CC=CN=1.